The task is: Predict which catalyst facilitates the given reaction.. This data is from Catalyst prediction with 721,799 reactions and 888 catalyst types from USPTO. (1) Reactant: [C:1]([C:3]1[CH:8]=[CH:7][CH:6]=[CH:5][CH:4]=1)#[CH:2].[NH:9]1[CH2:13][CH2:12][CH2:11][CH2:10]1. Product: [C:3]1([C:1]#[C:2][C:10]2[CH:4]=[CH:3][CH:1]=[CH:2][C:11]=2[CH2:12][C:13]2[C:8]3[C:3](=[CH:4][CH:5]=[CH:6][CH:7]=3)[CH:1]=[CH:2][N:9]=2)[CH:8]=[CH:7][CH:6]=[CH:5][CH:4]=1. The catalyst class is: 535. (2) Reactant: [Si]([O:8][CH2:9][CH2:10][CH2:11][C@@:12]1([C:29]2[CH:34]=[CH:33][CH:32]=[CH:31][CH:30]=2)[O:17][C:16](=[O:18])[N:15]([C@H:19]([C:21]2[CH:26]=[CH:25][C:24]([CH:27]=[CH2:28])=[CH:23][CH:22]=2)[CH3:20])[CH2:14][CH2:13]1)(C(C)(C)C)(C)C.[OH2:35].[OH-].[Na+].OO. Product: [OH:35][CH2:28][CH2:27][C:24]1[CH:25]=[CH:26][C:21]([C@@H:19]([N:15]2[CH2:14][CH2:13][C@:12]([CH2:11][CH2:10][CH2:9][OH:8])([C:29]3[CH:34]=[CH:33][CH:32]=[CH:31][CH:30]=3)[O:17][C:16]2=[O:18])[CH3:20])=[CH:22][CH:23]=1. The catalyst class is: 295. (3) Reactant: [C:1]([O:5][C:6]([N:8]([C:14]1[CH:19]=[CH:18][CH:17]=[CH:16][C:15]=1[C:20]#[N:21])[C@H:9]([C:11]([OH:13])=[O:12])[CH3:10])=[O:7])([CH3:4])([CH3:3])[CH3:2]. Product: [C:1]([O:5][C:6]([N:8]([C:14]1[CH:19]=[CH:18][CH:17]=[CH:16][C:15]=1[CH2:20][NH2:21])[C@H:9]([C:11]([OH:13])=[O:12])[CH3:10])=[O:7])([CH3:2])([CH3:3])[CH3:4]. The catalyst class is: 227. (4) Reactant: [S:1]1[CH:5]=[CH:4][CH:3]=[C:2]1[CH2:6][CH2:7][NH2:8].[C:9]([CH2:13][C:14](Cl)=[O:15])([CH3:12])([CH3:11])[CH3:10].C(O)C(N)(CO)CO. Product: [CH3:10][C:9]([CH3:12])([CH3:11])[CH2:13][C:14]([NH:8][CH2:7][CH2:6][C:2]1[S:1][CH:5]=[CH:4][CH:3]=1)=[O:15]. The catalyst class is: 2.